This data is from Peptide-MHC class II binding affinity with 134,281 pairs from IEDB. The task is: Regression. Given a peptide amino acid sequence and an MHC pseudo amino acid sequence, predict their binding affinity value. This is MHC class II binding data. (1) The binding affinity (normalized) is 0.460. The peptide sequence is KTTRPFKVIIKPPVP. The MHC is DRB1_0701 with pseudo-sequence DRB1_0701. (2) The peptide sequence is KSMKVTVAFNQFGPN. The binding affinity (normalized) is 0.862. The MHC is DRB1_0802 with pseudo-sequence DRB1_0802.